This data is from Catalyst prediction with 721,799 reactions and 888 catalyst types from USPTO. The task is: Predict which catalyst facilitates the given reaction. (1) Reactant: [C:1]([C:4]1[CH:9]=[CH:8][N:7]=[C:6]([C:10]([O:12][CH2:13][CH3:14])=[O:11])[CH:5]=1)(=[O:3])[CH3:2].[CH3:15][Li]. Product: [OH:3][C:1]([C:4]1[CH:9]=[CH:8][N:7]=[C:6]([C:10]([O:12][CH2:13][CH3:14])=[O:11])[CH:5]=1)([CH3:15])[CH3:2]. The catalyst class is: 1. (2) Reactant: C([OH:5])(C)(C)C.CC[C@H]1[C@H]2C[C@H]([C@H:41]([O:40]C3C4C(=CC=CC=4)C([O:40][C@H:41]([C:52]4C=CN=[C:58]5[C:53]=4[CH:54]=[C:55]([O:62][CH3:63])[CH:56]=[CH:57]5)[C@@H]4N5C[C@H](CC)[C@@H](CC5)C4)=NN=3)[C:52]3C=CN=[C:58]4[C:53]=3[CH:54]=[C:55]([O:62][CH3:63])[CH:56]=[CH:57]4)N(CC2)C1.C(C1C=C(C=CC=1)OC[C:71]([O:73][C:74]([CH3:77])([CH3:76])[CH3:75])=[O:72])=C.S([O-])([O-])=O.[Na+].[Na+]. Product: [OH:5][C@@H:52]([C:53]1[CH:54]=[C:55]([CH:56]=[CH:57][CH:58]=1)[O:62][CH2:63][C:71]([O:73][C:74]([CH3:77])([CH3:76])[CH3:75])=[O:72])[CH2:41][OH:40]. The catalyst class is: 84. (3) Reactant: [CH2:1]([N:8]1[CH2:13][CH2:12][C:11]([NH:15][C:16]2[C:17]([NH2:22])=[CH:18][CH:19]=[CH:20][CH:21]=2)([CH3:14])[CH2:10][CH2:9]1)[C:2]1[CH:7]=[CH:6][CH:5]=[CH:4][CH:3]=1.C1N=CN([C:28](N2C=NC=C2)=[O:29])C=1.O. Product: [CH2:1]([N:8]1[CH2:9][CH2:10][C:11]([N:15]2[C:16]3[CH:21]=[CH:20][CH:19]=[CH:18][C:17]=3[NH:22][C:28]2=[O:29])([CH3:14])[CH2:12][CH2:13]1)[C:2]1[CH:3]=[CH:4][CH:5]=[CH:6][CH:7]=1. The catalyst class is: 4.